The task is: Regression. Given two drug SMILES strings and cell line genomic features, predict the synergy score measuring deviation from expected non-interaction effect.. This data is from Merck oncology drug combination screen with 23,052 pairs across 39 cell lines. (1) Drug 1: CN1C(=O)C=CC2(C)C3CCC4(C)C(NC(=O)OCC(F)(F)F)CCC4C3CCC12. Drug 2: C=CCn1c(=O)c2cnc(Nc3ccc(N4CCN(C)CC4)cc3)nc2n1-c1cccc(C(C)(C)O)n1. Cell line: HT29. Synergy scores: synergy=9.42. (2) Drug 1: COc1cc(C2c3cc4c(cc3C(OC3OC5COC(C)OC5C(O)C3O)C3COC(=O)C23)OCO4)cc(OC)c1O. Drug 2: CCc1cnn2c(NCc3ccc[n+]([O-])c3)cc(N3CCCCC3CCO)nc12. Cell line: ES2. Synergy scores: synergy=-9.82. (3) Drug 1: CN1C(=O)C=CC2(C)C3CCC4(C)C(NC(=O)OCC(F)(F)F)CCC4C3CCC12. Drug 2: N.N.O=C(O)C1(C(=O)O)CCC1.[Pt]. Cell line: LNCAP. Synergy scores: synergy=-5.20. (4) Drug 1: O=c1[nH]cc(F)c(=O)[nH]1. Drug 2: O=C(NOCC(O)CO)c1ccc(F)c(F)c1Nc1ccc(I)cc1F. Cell line: A375. Synergy scores: synergy=-1.79. (5) Drug 1: O=c1[nH]cc(F)c(=O)[nH]1. Drug 2: COC1CC2CCC(C)C(O)(O2)C(=O)C(=O)N2CCCCC2C(=O)OC(C(C)CC2CCC(OP(C)(C)=O)C(OC)C2)CC(=O)C(C)C=C(C)C(O)C(OC)C(=O)C(C)CC(C)C=CC=CC=C1C. Cell line: PA1. Synergy scores: synergy=41.3.